This data is from Reaction yield outcomes from USPTO patents with 853,638 reactions. The task is: Predict the reaction yield, written as a fraction of the theoretical maximum amount of product (1.0 means a 100% yield; for example, 0.34 means a 34% yield). (1) The reactants are C[O:2][C:3]1[CH:8]=[CH:7][C:6]([C:9]2([C:12]([O:14][CH3:15])=[O:13])[CH2:11][CH2:10]2)=[CH:5][CH:4]=1.CCS.[Al+3].[Cl-].[Cl-].[Cl-]. The catalyst is C(Cl)Cl. The product is [CH3:15][O:14][C:12]([C:9]1([C:6]2[CH:5]=[CH:4][C:3]([OH:2])=[CH:8][CH:7]=2)[CH2:10][CH2:11]1)=[O:13]. The yield is 0.950. (2) The yield is 0.760. The product is [C:1]([O:9][CH2:10][CH2:11][C@@H:12]1[C@@H:20]([O:21][C:22](=[O:26])[CH:23]([CH3:25])[CH3:24])[C@H:19]([CH3:27])[O:18][C:17](=[O:28])[C@@H:16]([NH:29][C:30](=[O:40])[C:31]2[C:36]([O:37][CH2:56][O:55][C:50](=[O:54])[CH:51]([CH3:53])[CH3:52])=[C:35]([O:38][CH3:39])[CH:34]=[CH:33][N:32]=2)[CH2:15][O:14][C:13]1=[O:41])(=[O:8])[C:2]1[CH:7]=[CH:6][CH:5]=[CH:4][CH:3]=1. The catalyst is CC(C)=O. The reactants are [C:1]([O:9][CH2:10][CH2:11][C@@H:12]1[C@@H:20]([O:21][C:22](=[O:26])[CH:23]([CH3:25])[CH3:24])[C@H:19]([CH3:27])[O:18][C:17](=[O:28])[C@@H:16]([NH:29][C:30](=[O:40])[C:31]2[C:36]([OH:37])=[C:35]([O:38][CH3:39])[CH:34]=[CH:33][N:32]=2)[CH2:15][O:14][C:13]1=[O:41])(=[O:8])[C:2]1[CH:7]=[CH:6][CH:5]=[CH:4][CH:3]=1.C([O-])([O-])=O.[Na+].[Na+].[Na+].[I-].[C:50]([O:55][CH2:56]Cl)(=[O:54])[CH:51]([CH3:53])[CH3:52]. (3) The reactants are [N+:1]([C:4]1[CH:9]=[CH:8][C:7]([CH2:10][C:11]#[N:12])=[CH:6][CH:5]=1)([O-:3])=[O:2].C(N(CC)CC)C.Cl[C:21](=O)[CH2:22][CH2:23][C:24]([O:26][CH3:27])=[O:25].Cl.[NH2:30][C:31]([NH2:33])=[NH:32].C[O-].[Na+].[Cl-].[K+]. The catalyst is C(Cl)Cl.O1CCCC1.CO. The product is [CH3:27][O:26][C:24](=[O:25])[CH2:23][CH2:22][C:21]1[C:10]([C:7]2[CH:6]=[CH:5][C:4]([N+:1]([O-:3])=[O:2])=[CH:9][CH:8]=2)=[C:11]([NH2:12])[N:30]=[C:31]([NH2:33])[N:32]=1. The yield is 0.110. (4) The reactants are Cl[C:2]1[C:7]([N+:8]([O-:10])=[O:9])=[CH:6][CH:5]=[C:4]([Cl:11])[N:3]=1.[NH2:12][CH:13]([CH2:20][C:21]([O:23][CH2:24][CH3:25])=[O:22])[CH2:14][C:15]([O:17][CH2:18][CH3:19])=[O:16].C([O-])(O)=O.[Na+]. The catalyst is O1CCCC1. The product is [Cl:11][C:4]1[N:3]=[C:2]([NH:12][CH:13]([CH2:14][C:15]([O:17][CH2:18][CH3:19])=[O:16])[CH2:20][C:21]([O:23][CH2:24][CH3:25])=[O:22])[C:7]([N+:8]([O-:10])=[O:9])=[CH:6][CH:5]=1. The yield is 0.800. (5) The reactants are [Cl:1][C:2]1[CH:3]=[CH:4][C:5]2[N:6]([C:8]([CH2:11][O:12][CH3:13])=[CH:9][N:10]=2)[N:7]=1.[O:14]1[CH2:19][CH2:18][N:17]([CH2:20][CH2:21][CH2:22][NH2:23])[CH2:16][CH2:15]1.Cl. The catalyst is CCOCC. The product is [ClH:1].[CH3:13][O:12][CH2:11][C:8]1[N:6]2[N:7]=[C:2]([NH:23][CH2:22][CH2:21][CH2:20][N:17]3[CH2:18][CH2:19][O:14][CH2:15][CH2:16]3)[CH:3]=[CH:4][C:5]2=[N:10][CH:9]=1. The yield is 0.310. (6) The reactants are [Li]CCCC.CCCCCC.CC1(C)CCCC(C)(C)N1.[CH:22]1([CH2:28][C:29]2[N:30]([C:34]([O:36][C:37]([CH3:40])([CH3:39])[CH3:38])=[O:35])[CH:31]=[CH:32][CH:33]=2)[CH2:27][CH2:26][CH2:25][CH2:24][CH2:23]1.Cl[C:42]([O:44][CH3:45])=[O:43].[NH4+].[Cl-]. The catalyst is C1COCC1. The product is [CH:22]1([CH2:28][C:29]2[N:30]([C:34]([O:36][C:37]([CH3:40])([CH3:39])[CH3:38])=[O:35])[C:31]([C:42]([O:44][CH3:45])=[O:43])=[CH:32][CH:33]=2)[CH2:23][CH2:24][CH2:25][CH2:26][CH2:27]1. The yield is 0.620. (7) The reactants are [CH2:1]([O:3][C:4]1[CH:13]=[CH:12][C:11]2[C:6](=[CH:7][CH:8]=[CH:9][CH:10]=2)[C:5]=1[C:14]([OH:16])=O)[CH3:2].[CH2:17]([O:19][C:20]([C:22]1([NH2:31])[CH2:30][C:29]2[C:24](=[CH:25][CH:26]=[CH:27][CH:28]=2)[CH2:23]1)=[O:21])[CH3:18].CN(C(ON1N=NC2C=CC=NC1=2)=[N+](C)C)C.F[P-](F)(F)(F)(F)F.CCN(C(C)C)C(C)C. The catalyst is CN(C=O)C. The product is [CH2:17]([O:19][C:20]([C:22]1([NH:31][C:14]([C:5]2[C:6]3[C:11](=[CH:10][CH:9]=[CH:8][CH:7]=3)[CH:12]=[CH:13][C:4]=2[O:3][CH2:1][CH3:2])=[O:16])[CH2:30][C:29]2[C:24](=[CH:25][CH:26]=[CH:27][CH:28]=2)[CH2:23]1)=[O:21])[CH3:18]. The yield is 0.670. (8) The reactants are [F:1][C:2]([F:24])([F:23])[C:3]1[CH:4]=[CH:5][C:6]([O:9][C:10]2[CH:11]=[C:12]3[C:17](=[CH:18][CH:19]=2)[N:16]=[C:15]([C:20]([OH:22])=O)[CH:14]=[CH:13]3)=[N:7][CH:8]=1.Cl.[F:26][C:27]1([F:32])[CH2:30][CH:29]([NH2:31])[CH2:28]1.N1(C(OC(C)(C)C)=O)CCNCC1. No catalyst specified. The product is [F:26][C:27]1([F:32])[CH2:30][CH:29]([NH:31][C:20]([C:15]2[CH:14]=[CH:13][C:12]3[C:17](=[CH:18][CH:19]=[C:10]([O:9][C:6]4[CH:5]=[CH:4][C:3]([C:2]([F:24])([F:1])[F:23])=[CH:8][N:7]=4)[CH:11]=3)[N:16]=2)=[O:22])[CH2:28]1. The yield is 0.537.